Task: Predict the reactants needed to synthesize the given product.. Dataset: Full USPTO retrosynthesis dataset with 1.9M reactions from patents (1976-2016) (1) Given the product [Cl:22][C:13]1[N:12]=[CH:9][CH:11]=[C:7]([I:8])[C:15]=1[CH:20]=[O:19], predict the reactants needed to synthesize it. The reactants are: ClC1[C:7]([I:8])=CC=CN=1.[CH:9]([N-:12][CH:13]([CH3:15])C)([CH3:11])C.[Li+].C([O:19][CH2:20]C)=O.[ClH:22]. (2) Given the product [C:20]([O:24][C:14]([N:7]1[CH2:6][CH:5]2[CH2:13][CH:9]([C:10]3[CH:11]=[CH:12][C:2]([I:1])=[CH:3][C:4]=32)[CH2:8]1)=[O:19])([CH3:23])([CH3:22])[CH3:21], predict the reactants needed to synthesize it. The reactants are: [I:1][C:2]1[CH:12]=[CH:11][C:10]2[CH:9]3[CH2:13][CH:5]([CH2:6][N:7]([C:14](=[O:19])C(F)(F)F)[CH2:8]3)[C:4]=2[CH:3]=1.[C:20]([O:24]C(OC([O:24][C:20]([CH3:23])([CH3:22])[CH3:21])=O)=O)([CH3:23])([CH3:22])[CH3:21].O. (3) Given the product [CH3:13][C:6]1[C:5]2[C:10](=[CH:11][C:2]([NH:1][C:14](=[O:15])[O:16][C:17]([CH3:20])([CH3:19])[CH3:18])=[CH:3][CH:4]=2)[O:9][C:8](=[O:12])[CH:7]=1, predict the reactants needed to synthesize it. The reactants are: [NH2:1][C:2]1[CH:11]=[C:10]2[C:5]([C:6]([CH3:13])=[CH:7][C:8](=[O:12])[O:9]2)=[CH:4][CH:3]=1.[C:14](O[C:14]([O:16][C:17]([CH3:20])([CH3:19])[CH3:18])=[O:15])([O:16][C:17]([CH3:20])([CH3:19])[CH3:18])=[O:15].CCN(CC)CC. (4) Given the product [CH:32]([C:29]1[N:27]2[CH:28]=[C:23]([S:1][C@H:2]3[C:10]4[C:5](=[CH:6][CH:7]=[CH:8][CH:9]=4)[C@H:4]([N:11]4[C:19](=[O:20])[C:18]5[C:13](=[CH:14][CH:15]=[CH:16][CH:17]=5)[C:12]4=[O:21])[CH2:3]3)[CH:24]=[CH:25][C:26]2=[N:31][N:30]=1)([CH3:34])[CH3:33], predict the reactants needed to synthesize it. The reactants are: [SH:1][C@H:2]1[C:10]2[C:5](=[CH:6][CH:7]=[CH:8][CH:9]=2)[C@H:4]([N:11]2[C:19](=[O:20])[C:18]3[C:13](=[CH:14][CH:15]=[CH:16][CH:17]=3)[C:12]2=[O:21])[CH2:3]1.I[C:23]1[CH:24]=[CH:25][C:26]2[N:27]([C:29]([CH:32]([CH3:34])[CH3:33])=[N:30][N:31]=2)[CH:28]=1.C([O-])([O-])=O.[Cs+].[Cs+].C(Cl)Cl. (5) Given the product [Cl:16][C:17]1[C:25]([C:26]([F:28])([F:29])[F:27])=[CH:24][CH:23]=[CH:22][C:18]=1[C:19]([N:12]1[CH2:13][CH2:14][C:15]2[N:7]([C:2]3[CH:3]=[CH:4][CH:5]=[CH:6][N:1]=3)[N:8]=[N:9][C:10]=2[CH2:11]1)=[O:20], predict the reactants needed to synthesize it. The reactants are: [N:1]1[CH:6]=[CH:5][CH:4]=[CH:3][C:2]=1[N:7]1[C:15]2[CH2:14][CH2:13][NH:12][CH2:11][C:10]=2[N:9]=[N:8]1.[Cl:16][C:17]1[C:25]([C:26]([F:29])([F:28])[F:27])=[CH:24][CH:23]=[CH:22][C:18]=1[C:19](Cl)=[O:20].CCN(CC)CC. (6) Given the product [CH3:1][N:2]([CH3:12])[S:3]([C:6]1[CH:7]=[CH:8][CH:9]=[CH:10][CH:11]=1)(=[O:4])=[O:5], predict the reactants needed to synthesize it. The reactants are: [CH3:1][NH:2][S:3]([C:6]1[CH:11]=[CH:10][CH:9]=[CH:8][CH:7]=1)(=[O:5])=[O:4].[CH3:12]OC(OC)N(C)C. (7) Given the product [CH2:1]([O:8][C:9](=[O:53])[NH:10][CH:11]([C:22](=[O:52])[NH:23][CH:24]([C:35](=[O:51])[NH:36][CH:37]([CH:45]=[O:50])[CH2:38][C:39]1[CH:40]=[CH:41][CH:42]=[CH:43][CH:44]=1)[CH2:25][C:26]1[C:34]2[C:29](=[CH:30][CH:31]=[CH:32][CH:33]=2)[NH:28][CH:27]=1)[CH2:12][C:13]1[C:21]2[C:16](=[CH:17][CH:18]=[CH:19][CH:20]=2)[NH:15][CH:14]=1)[C:2]1[CH:7]=[CH:6][CH:5]=[CH:4][CH:3]=1, predict the reactants needed to synthesize it. The reactants are: [CH2:1]([O:8][C:9](=[O:53])[NH:10][CH:11]([C:22](=[O:52])[NH:23][CH:24]([C:35](=[O:51])[NH:36][CH:37]([C:45](=[O:50])N(OC)C)[CH2:38][C:39]1[CH:44]=[CH:43][CH:42]=[CH:41][CH:40]=1)[CH2:25][C:26]1[C:34]2[C:29](=[CH:30][CH:31]=[CH:32][CH:33]=2)[NH:28][CH:27]=1)[CH2:12][C:13]1[C:21]2[C:16](=[CH:17][CH:18]=[CH:19][CH:20]=2)[NH:15][CH:14]=1)[C:2]1[CH:7]=[CH:6][CH:5]=[CH:4][CH:3]=1.[H-].[Al+3].[Li+].[H-].[H-].[H-]. (8) Given the product [O:35]=[C:26]1[C:25]([CH:22]2[CH2:23][CH2:24][N:19]([C:17]([O:16][C@H:12]([CH2:11][C:4]3[CH:5]=[C:6]4[C:10](=[C:2]([CH3:1])[CH:3]=3)[NH:9][N:8]=[CH:7]4)[C:13]([N:54]3[CH2:55][CH2:56][N:51]([CH:45]4[CH2:50][CH2:49][CH2:48][CH2:47][CH2:46]4)[CH2:52][CH2:53]3)=[O:14])=[O:18])[CH2:20][CH2:21]2)=[CH:34][C:33]2[C:28](=[CH:29][CH:30]=[CH:31][CH:32]=2)[NH:27]1, predict the reactants needed to synthesize it. The reactants are: [CH3:1][C:2]1[CH:3]=[C:4]([CH2:11][C@@H:12]([O:16][C:17]([N:19]2[CH2:24][CH2:23][CH:22]([C:25]3[C:26](=[O:35])[NH:27][C:28]4[C:33]([CH:34]=3)=[CH:32][CH:31]=[CH:30][CH:29]=4)[CH2:21][CH2:20]2)=[O:18])[C:13](O)=[O:14])[CH:5]=[C:6]2[C:10]=1[NH:9][N:8]=[CH:7]2.C(N(C(C)C)CC)(C)C.[CH:45]1([N:51]2[CH2:56][CH2:55][NH:54][CH2:53][CH2:52]2)[CH2:50][CH2:49][CH2:48][CH2:47][CH2:46]1.C1CN([P+](ON2N=NC3C=CC=CC2=3)(N2CCCC2)N2CCCC2)CC1.F[P-](F)(F)(F)(F)F.